From a dataset of Full USPTO retrosynthesis dataset with 1.9M reactions from patents (1976-2016). Predict the reactants needed to synthesize the given product. Given the product [CH:1]1([N:4]([C:5](=[O:16])[C:6]2[CH:11]=[CH:10][C:9]([CH3:12])=[C:8]([N+:13]([O-:15])=[O:14])[CH:7]=2)[C:27](=[O:31])[O:28][CH2:29][Cl:30])[CH2:3][CH2:2]1, predict the reactants needed to synthesize it. The reactants are: [CH:1]1([NH:4][C:5](=[O:16])[C:6]2[CH:11]=[CH:10][C:9]([CH3:12])=[C:8]([N+:13]([O-:15])=[O:14])[CH:7]=2)[CH2:3][CH2:2]1.C[Si]([N-][Si](C)(C)C)(C)C.[Li+].[C:27](Cl)(=[O:31])[O:28][CH2:29][Cl:30].